From a dataset of Catalyst prediction with 721,799 reactions and 888 catalyst types from USPTO. Predict which catalyst facilitates the given reaction. (1) Reactant: [Cl:1][C:2]1[C:3]([F:42])=[C:4]([C@@H:8]2[C@:12]([C:15]3[CH:20]=[CH:19][C:18]([Cl:21])=[CH:17][C:16]=3[F:22])([C:13]#[N:14])[C@H:11]([CH2:23][C:24]([CH3:27])([CH3:26])[CH3:25])[NH:10][C@H:9]2[C:28]([NH:30][C:31]2[CH:39]=[CH:38][C:34]([C:35]([OH:37])=[O:36])=[CH:33][C:32]=2[O:40][CH3:41])=[O:29])[CH:5]=[CH:6][CH:7]=1.[CH3:43][N:44]([CH3:48])[CH2:45][CH2:46]O.[H-].[Na+]. Product: [Cl:1][C:2]1[C:3]([F:42])=[C:4]([C@@H:8]2[C@:12]([C:15]3[CH:20]=[CH:19][C:18]([Cl:21])=[CH:17][C:16]=3[F:22])([C:13]#[N:14])[C@H:11]([CH2:23][C:24]([CH3:26])([CH3:27])[CH3:25])[NH:10][C@H:9]2[C:28]([NH:30][C:31]2[CH:39]=[CH:38][C:34]([C:35]([O:37][CH2:46][CH2:45][N:44]([CH3:48])[CH3:43])=[O:36])=[CH:33][C:32]=2[O:40][CH3:41])=[O:29])[CH:5]=[CH:6][CH:7]=1. The catalyst class is: 7. (2) Reactant: [S:1]1[C:5]2[CH:6]=[CH:7][CH:8]=[CH:9][C:4]=2[N:3]=[C:2]1[NH:10][C:11]([C:13]1[CH:14]=[CH:15][CH:16]=[C:17]2[C:22]=1[CH2:21][N:20]([C:23]1[N:28]=[C:27]([C:29]([O:31][C:32]([CH3:35])([CH3:34])[CH3:33])=[O:30])[C:26]([CH2:36][CH2:37][CH:38]=[O:39])=[CH:25][CH:24]=1)[CH2:19][CH2:18]2)=[O:12].[BH4-].[Na+]. Product: [S:1]1[C:5]2[CH:6]=[CH:7][CH:8]=[CH:9][C:4]=2[N:3]=[C:2]1[NH:10][C:11]([C:13]1[CH:14]=[CH:15][CH:16]=[C:17]2[C:22]=1[CH2:21][N:20]([C:23]1[N:28]=[C:27]([C:29]([O:31][C:32]([CH3:33])([CH3:34])[CH3:35])=[O:30])[C:26]([CH2:36][CH2:37][CH2:38][OH:39])=[CH:25][CH:24]=1)[CH2:19][CH2:18]2)=[O:12]. The catalyst class is: 36. (3) Reactant: [H-].[Na+].[S:3]1[C:7]2[CH:8]=[CH:9][CH:10]=[CH:11][C:6]=2[N:5]=[C:4]1[NH:12][C@@H:13]1[CH2:16][C@H:15](O)[CH2:14]1.F[C:19]1[C:24]([CH:25]2[CH2:30][CH2:29][O:28][CH2:27][CH2:26]2)=[CH:23][C:22]([F:31])=[CH:21][N:20]=1.[NH4+].[Cl-]. Product: [S:3]1[C:7]2[CH:8]=[CH:9][CH:10]=[CH:11][C:6]=2[N:5]=[C:4]1[NH:12][C@H:13]1[CH2:16][C@@H:15]([C:19]2[C:24]([CH:25]3[CH2:26][CH2:27][O:28][CH2:29][CH2:30]3)=[CH:23][C:22]([F:31])=[CH:21][N:20]=2)[CH2:14]1. The catalyst class is: 31. (4) Reactant: [CH3:1][C:2]1([CH3:23])[O:6][C:5](=[O:7])[N:4]([C:8]2[CH:16]=[CH:15][C:11]([C:12](O)=[O:13])=[CH:10][CH:9]=2)[C@H:3]1[C:17]1[CH:22]=[CH:21][CH:20]=[CH:19][CH:18]=1.C(N(C(C)C)C(C)C)C.CN(C(ON1N=NC2C=CC=NC1=2)=[N+](C)C)C.F[P-](F)(F)(F)(F)F.[NH:57]([C:59]1[CH:64]=[C:63]([I:65])[CH:62]=[CH:61][N:60]=1)[NH2:58]. Product: [CH3:1][C:2]1([CH3:23])[O:6][C:5](=[O:7])[N:4]([C:8]2[CH:9]=[CH:10][C:11]([C:12]([NH:58][NH:57][C:59]3[CH:64]=[C:63]([I:65])[CH:62]=[CH:61][N:60]=3)=[O:13])=[CH:15][CH:16]=2)[C@H:3]1[C:17]1[CH:18]=[CH:19][CH:20]=[CH:21][CH:22]=1. The catalyst class is: 18. (5) Reactant: [CH3:1][C:2]1[CH:7]=[CH:6][CH:5]=[C:4]([CH3:8])[C:3]=1[NH:9][C:10](=[O:32])[CH2:11][N:12]1[CH2:17][CH2:16][N:15]([CH2:18][CH:19]([OH:31])[CH2:20][O:21][CH:22]2CC3C(=CC=CC=3)C2)[CH2:14][CH2:13]1.[CH:33]1(CO)[CH2:38][CH2:37][CH2:36][CH2:35][CH2:34]1. Product: [CH3:1][C:2]1[CH:7]=[CH:6][CH:5]=[C:4]([CH3:8])[C:3]=1[NH:9][C:10](=[O:32])[CH2:11][N:12]1[CH2:17][CH2:16][N:15]([CH2:18][CH:19]([OH:31])[CH2:20][O:21][CH2:22][CH:33]2[CH2:38][CH2:37][CH2:36][CH2:35][CH2:34]2)[CH2:14][CH2:13]1. The catalyst class is: 41. (6) Reactant: [C:1]([O:5][C:6]([NH:8][C@@H:9]([C@H:13]([OH:15])[CH3:14])[C:10]([OH:12])=[O:11])=[O:7])([CH3:4])([CH3:3])[CH3:2].[H-].[Na+].[CH2:18](Br)[C:19]1[CH:24]=[CH:23][CH:22]=[CH:21][CH:20]=1. Product: [CH2:18]([O:15][C@H:13]([CH3:14])[C@H:9]([NH:8][C:6]([O:5][C:1]([CH3:4])([CH3:3])[CH3:2])=[O:7])[C:10]([OH:12])=[O:11])[C:19]1[CH:24]=[CH:23][CH:22]=[CH:21][CH:20]=1. The catalyst class is: 3.